From a dataset of Reaction yield outcomes from USPTO patents with 853,638 reactions. Predict the reaction yield, written as a fraction of the theoretical maximum amount of product (1.0 means a 100% yield; for example, 0.34 means a 34% yield). (1) The reactants are [Cl:1][CH2:2][C:3]1[CH:4]=[C:5]([CH:9]=[CH:10][N:11]=1)[C:6]([OH:8])=O.CN(C(ON1N=NC2C=CC=NC1=2)=[N+](C)C)C.F[P-](F)(F)(F)(F)F.C(N(C(C)C)C(C)C)C.[CH3:45][O:46][C:47]1[C:52]2[N:53]=[C:54]([NH2:56])[O:55][C:51]=2[C:50]([N:57]2[CH2:62][CH2:61][O:60][CH2:59][CH2:58]2)=[CH:49][CH:48]=1.Cl. The catalyst is C1COCC1.O1CCOCC1.CN(C=O)C.O. The product is [Cl:1][CH2:2][C:3]1[CH:4]=[C:5]([CH:9]=[CH:10][N:11]=1)[C:6]([NH:56][C:54]1[O:55][C:51]2[C:50]([N:57]3[CH2:62][CH2:61][O:60][CH2:59][CH2:58]3)=[CH:49][CH:48]=[C:47]([O:46][CH3:45])[C:52]=2[N:53]=1)=[O:8]. The yield is 0.0600. (2) The product is [NH:12]1[CH:11]=[C:21]([C:24]2[CH:38]=[CH:37][C:27]3[N:28]=[C:29]([NH:31][C:32]([NH:34][CH2:35][CH3:36])=[O:33])[S:30][C:26]=3[CH:25]=2)[CH:22]=[N:46]1. The yield is 0.300. The reactants are NC1C=C(C2[CH:22]=[CH:21][C:11]3[N:12]=C(NC(NCC)=O)SC=3C=2)C=CC=1.Br[C:24]1[CH:38]=[CH:37][C:27]2[N:28]=[C:29]([NH:31][C:32]([NH:34][CH2:35][CH3:36])=[O:33])[S:30][C:26]=2[CH:25]=1.C(=O)([O-])[O-].[Na+].[Na+].C[N:46](C=O)C.O. The catalyst is C1C=CC([P]([Pd]([P](C2C=CC=CC=2)(C2C=CC=CC=2)C2C=CC=CC=2)([P](C2C=CC=CC=2)(C2C=CC=CC=2)C2C=CC=CC=2)[P](C2C=CC=CC=2)(C2C=CC=CC=2)C2C=CC=CC=2)(C2C=CC=CC=2)C2C=CC=CC=2)=CC=1. (3) The product is [C:12]([O:11][C:9](=[O:10])[N:5]([CH2:6][CH2:7][Cl:8])[CH2:4][CH2:3][Cl:2])([CH3:15])([CH3:14])[CH3:13]. The yield is 0.710. The catalyst is ClCCl. The reactants are Cl.[Cl:2][CH2:3][CH2:4][NH:5][CH2:6][CH2:7][Cl:8].[C:9](O[C:9]([O:11][C:12]([CH3:15])([CH3:14])[CH3:13])=[O:10])([O:11][C:12]([CH3:15])([CH3:14])[CH3:13])=[O:10].C(N(CC)CC)C.